From a dataset of Forward reaction prediction with 1.9M reactions from USPTO patents (1976-2016). Predict the product of the given reaction. (1) Given the reactants [C:1](Cl)(=[O:5])[CH:2]([CH3:4])[CH3:3].[NH2:7][C:8]1[CH:17]=[C:16]2[C:11]([CH2:12][CH2:13][C:14]3[N:15]2[C:18]([C:26]2[S:27][CH:28]=[CH:29][CH:30]=2)=[N:19][C:20]=3[C:21]([O:23][CH2:24][CH3:25])=[O:22])=[CH:10][C:9]=1[O:31][CH3:32], predict the reaction product. The product is: [C:1]([NH:7][C:8]1[CH:17]=[C:16]2[C:11]([CH2:12][CH2:13][C:14]3[N:15]2[C:18]([C:26]2[S:27][CH:28]=[CH:29][CH:30]=2)=[N:19][C:20]=3[C:21]([O:23][CH2:24][CH3:25])=[O:22])=[CH:10][C:9]=1[O:31][CH3:32])(=[O:5])[CH:2]([CH3:4])[CH3:3]. (2) Given the reactants [NH:1]1[C:9]2[C:4](=[CH:5][CH:6]=[CH:7][CH:8]=2)[C:3]([CH2:10][C@H:11]([NH:24][C:25](=[O:31])[O:26][C:27]([CH3:30])([CH3:29])[CH3:28])[CH2:12][O:13][C:14]2[CH:15]=[N:16][CH:17]=[C:18]([Sn](C)(C)C)[CH:19]=2)=[CH:2]1.Br[C:33]1[CH:34]=[CH:35][CH:36]=[C:37]2[C:42](=[O:43])[NH:41][C:39](=[O:40])[C:38]=12.C1(C)C=CC=CC=1P(C1C=CC=CC=1C)C1C=CC=CC=1C.C(N(CC)CC)C, predict the reaction product. The product is: [O:40]=[C:39]1[C:38]2[C:37](=[CH:36][C:35]([C:18]3[CH:19]=[C:14]([O:13][CH2:12][C@@H:11]([NH:24][C:25](=[O:31])[O:26][C:27]([CH3:30])([CH3:29])[CH3:28])[CH2:10][C:3]4[C:4]5[C:9](=[CH:8][CH:7]=[CH:6][CH:5]=5)[NH:1][CH:2]=4)[CH:15]=[N:16][CH:17]=3)=[CH:34][CH:33]=2)[C:42](=[O:43])[NH:41]1. (3) Given the reactants [H-].[Na+].[Cl:3][C:4]1[C:9]([Cl:10])=[CH:8][CH:7]=[CH:6][C:5]=1[S:11]([NH:14][C:15]1[C:20](Br)=[N:19][C:18]([Br:22])=[CH:17][N:16]=1)(=[O:13])=[O:12].[C:23]([O:27][C:28]([N:30]1[CH2:34][CH2:33][CH2:32][CH:31]1[CH2:35][OH:36])=[O:29])(C)(C)[CH3:24], predict the reaction product. The product is: [C:28]([O:27][CH2:23][CH3:24])(=[O:29])[CH3:4].[CH3:34][CH2:33][CH2:32][CH:31]([CH3:35])[CH3:4].[Br:22][C:18]1[N:19]=[C:20]([O:36][CH2:35][C@@H:31]2[CH2:32][CH2:33][CH2:34][NH:30]2)[C:15]([NH:14][S:11]([C:5]2[CH:6]=[CH:7][CH:8]=[C:9]([Cl:10])[C:4]=2[Cl:3])(=[O:13])=[O:12])=[N:16][CH:17]=1. (4) Given the reactants [NH2:1][C:2]1[CH:7]=[CH:6][CH:5]=[CH:4][N:3]=1.[OH:8][S:9](O)(=[O:11])=[O:10].O=S(=O)=O, predict the reaction product. The product is: [NH2:1][C:2]1[CH:7]=[CH:6][C:5]([S:9]([OH:11])(=[O:10])=[O:8])=[CH:4][N:3]=1. (5) The product is: [Cl:8][C:6]1[CH:5]=[CH:4][C:3]([C:9]([N:11]2[CH2:16][CH2:15][N:14]([C:17]3[C:22]([CH3:23])=[CH:21][C:20]([CH3:24])=[CH:19][N:18]=3)[CH2:13][CH2:12]2)=[O:10])=[C:2]([N:25]2[CH2:29][CH2:28][CH2:27][C:26]2=[O:30])[CH:7]=1. Given the reactants Br[C:2]1[CH:7]=[C:6]([Cl:8])[CH:5]=[CH:4][C:3]=1[C:9]([N:11]1[CH2:16][CH2:15][N:14]([C:17]2[C:22]([CH3:23])=[CH:21][C:20]([CH3:24])=[CH:19][N:18]=2)[CH2:13][CH2:12]1)=[O:10].[NH:25]1[CH2:29][CH2:28][CH2:27][C:26]1=[O:30], predict the reaction product. (6) The product is: [N:34]1([C:40]2[N:41]=[C:42]([CH2:47][C:48]([NH:33][C:28]3[CH:29]=[CH:30][CH:31]=[CH:32][C:27]=3[O:26][CH2:25][CH2:24][N:19]3[CH2:23][CH2:22][CH2:21][CH2:20]3)=[O:49])[NH:43][C:44](=[O:46])[CH:45]=2)[CH2:35][CH2:36][O:37][CH2:38][CH2:39]1. Given the reactants N1C=CC=CC=1.Cl.CN(C)CCCN=C=NCC.[N:19]1([CH2:24][CH2:25][O:26][C:27]2[CH:32]=[CH:31][CH:30]=[CH:29][C:28]=2[NH2:33])[CH2:23][CH2:22][CH2:21][CH2:20]1.[N:34]1([C:40]2[N:41]=[C:42]([CH2:47][C:48]([O-])=[O:49])[NH:43][C:44](=[O:46])[CH:45]=2)[CH2:39][CH2:38][O:37][CH2:36][CH2:35]1.[Na+], predict the reaction product.